Dataset: Reaction yield outcomes from USPTO patents with 853,638 reactions. Task: Predict the reaction yield, written as a fraction of the theoretical maximum amount of product (1.0 means a 100% yield; for example, 0.34 means a 34% yield). (1) The reactants are [N:1]1[CH:6]=[CH:5][C:4]([NH:7][C:8](=[O:16])OC2C=CC=CC=2)=[N:3][CH:2]=1.[Cl:17][C:18]1[CH:19]=[C:20]([C:24]2[CH:25]=[CH:26][C:27]3[C:33]([F:35])([F:34])[CH2:32][CH2:31][CH2:30][NH:29][C:28]=3[N:36]=2)[CH:21]=[CH:22][CH:23]=1. The catalyst is CN(C1C=CN=CC=1)C.CC#N. The product is [Cl:17][C:18]1[CH:19]=[C:20]([C:24]2[CH:25]=[CH:26][C:27]3[C:33]([F:35])([F:34])[CH2:32][CH2:31][CH2:30][N:29]([C:8]([NH:7][C:4]4[CH:5]=[CH:6][N:1]=[CH:2][N:3]=4)=[O:16])[C:28]=3[N:36]=2)[CH:21]=[CH:22][CH:23]=1. The yield is 0.500. (2) The reactants are [O:1]1[C:5]2[CH:6]=[CH:7][C:8]([O:10][C:11]3[N:32]=[CH:31][CH:30]=[CH:29][C:12]=3[C:13]([NH:15][CH2:16][C:17]3[CH:22]=[CH:21][C:20]([O:23][CH:24]([C:26]#[N:27])[CH3:25])=[CH:19][C:18]=3[F:28])=[O:14])=[CH:9][C:4]=2[O:3][CH2:2]1.C([Sn](=O)CCCC)CCC.C[Si]([N:47]=[N+:48]=[N-:49])(C)C. The catalyst is C1(C)C=CC=CC=1.CO. The product is [O:1]1[C:5]2[CH:6]=[CH:7][C:8]([O:10][C:11]3[N:32]=[CH:31][CH:30]=[CH:29][C:12]=3[C:13]([NH:15][CH2:16][C:17]3[CH:22]=[CH:21][C:20]([O:23][CH:24]([C:26]4[NH:49][N:48]=[N:47][N:27]=4)[CH3:25])=[CH:19][C:18]=3[F:28])=[O:14])=[CH:9][C:4]=2[O:3][CH2:2]1. The yield is 0.280. (3) The reactants are [NH2:1][C:2]1[CH:11]=[CH:10][C:5]([C:6]([O:8][CH3:9])=[O:7])=[CH:4][C:3]=1[I:12].C(N(CC)CC)C.[F:20][C:21]([F:32])([F:31])[C:22](O[C:22](=[O:23])[C:21]([F:32])([F:31])[F:20])=[O:23]. The catalyst is ClCCl. The product is [I:12][C:3]1[CH:4]=[C:5]([CH:10]=[CH:11][C:2]=1[NH:1][C:22](=[O:23])[C:21]([F:32])([F:31])[F:20])[C:6]([O:8][CH3:9])=[O:7]. The yield is 0.910. (4) The reactants are [C:1]([O:5][C:6]([NH:8][C@@H:9]1[C:23](=[O:24])[N:22]2[CH2:25][C@@H:26]([OH:28])[CH2:27][C@H:21]2[C:20](=[O:29])[NH:19][C@:18]2([C:31]([O:33][CH2:34][CH3:35])=[O:32])[CH2:30][C@H:17]2[CH:16]=[CH:15][CH2:14][CH2:13][CH2:12][CH2:11][CH2:10]1)=[O:7])([CH3:4])([CH3:3])[CH3:2].C1N2CCN(CC2)C1.[Br:44][C:45]1[CH:50]=[CH:49][C:48]([S:51](Cl)(=[O:53])=[O:52])=[CH:47][CH:46]=1. The catalyst is C1(C)C=CC=CC=1. The product is [Br:44][C:45]1[CH:50]=[CH:49][C:48]([S:51]([O:28][C@@H:26]2[CH2:25][N:22]3[C:23](=[O:24])[C@@H:9]([NH:8][C:6]([O:5][C:1]([CH3:4])([CH3:3])[CH3:2])=[O:7])[CH2:10][CH2:11][CH2:12][CH2:13][CH2:14][CH:15]=[CH:16][C@@H:17]4[CH2:30][C@@:18]4([C:31]([O:33][CH2:34][CH3:35])=[O:32])[NH:19][C:20](=[O:29])[C@@H:21]3[CH2:27]2)(=[O:53])=[O:52])=[CH:47][CH:46]=1. The yield is 0.870. (5) The reactants are [O:1]=[C:2]1[N:10]([CH2:11][CH2:12][CH3:13])[C:9]2[N:8]=[C:7]([C:14]34[CH2:21][CH2:20][C:17]([O:22][P:23](=[O:40])([O:32]CC5C=CC=CC=5)[O:24]CC5C=CC=CC=5)([CH2:18][CH2:19]3)[CH2:16][CH2:15]4)[NH:6][C:5]=2[C:4](=[O:41])[N:3]1[CH2:42][CH2:43][CH3:44]. The catalyst is CO.C1COCC1.[Pd]. The product is [O:1]=[C:2]1[N:10]([CH2:11][CH2:12][CH3:13])[C:9]2[N:8]=[C:7]([C:14]34[CH2:19][CH2:18][C:17]([O:22][P:23](=[O:24])([OH:32])[OH:40])([CH2:16][CH2:15]3)[CH2:20][CH2:21]4)[NH:6][C:5]=2[C:4](=[O:41])[N:3]1[CH2:42][CH2:43][CH3:44]. The yield is 0.860.